Dataset: Peptide-MHC class I binding affinity with 185,985 pairs from IEDB/IMGT. Task: Regression. Given a peptide amino acid sequence and an MHC pseudo amino acid sequence, predict their binding affinity value. This is MHC class I binding data. (1) The binding affinity (normalized) is 0.0847. The MHC is HLA-B27:03 with pseudo-sequence HLA-B27:03. The peptide sequence is KLWTSISCA. (2) The peptide sequence is EFVSANLAM. The MHC is HLA-A03:01 with pseudo-sequence HLA-A03:01. The binding affinity (normalized) is 0.0847. (3) The peptide sequence is LPPKSSIDAF. The MHC is HLA-B54:01 with pseudo-sequence HLA-B54:01. The binding affinity (normalized) is 0.0414.